This data is from Catalyst prediction with 721,799 reactions and 888 catalyst types from USPTO. The task is: Predict which catalyst facilitates the given reaction. Reactant: [Cl:1]NC(=O)CCC(N)=O.[CH3:10][O:11][CH:12]1[CH2:16][CH2:15][N:14]([C:17]2[CH:18]=[C:19]([S:23]([O-:25])=[O:24])[CH:20]=[CH:21][CH:22]=2)[CH2:13]1.[Li+]. Product: [CH3:10][O:11][CH:12]1[CH2:16][CH2:15][N:14]([C:17]2[CH:18]=[C:19]([S:23]([Cl:1])(=[O:25])=[O:24])[CH:20]=[CH:21][CH:22]=2)[CH2:13]1. The catalyst class is: 4.